Dataset: Forward reaction prediction with 1.9M reactions from USPTO patents (1976-2016). Task: Predict the product of the given reaction. Given the reactants [C:1]([C:3]1[CH:8]=[CH:7][CH:6]=[CH:5][C:4]=1[C:9]1[CH:14]=[CH:13][C:12]([CH2:15][N:16]2[C:20]3[C:21]([C:25]([O:27][CH3:28])=[O:26])=[CH:22][CH:23]=[CH:24][C:19]=3[NH:18][C:17]2=O)=[CH:11][CH:10]=1)#[N:2].P(Cl)(Cl)([Cl:32])=O, predict the reaction product. The product is: [Cl:32][C:17]1[N:16]([CH2:15][C:12]2[CH:13]=[CH:14][C:9]([C:4]3[CH:5]=[CH:6][CH:7]=[CH:8][C:3]=3[C:1]#[N:2])=[CH:10][CH:11]=2)[C:20]2[C:21]([C:25]([O:27][CH3:28])=[O:26])=[CH:22][CH:23]=[CH:24][C:19]=2[N:18]=1.